From a dataset of Catalyst prediction with 721,799 reactions and 888 catalyst types from USPTO. Predict which catalyst facilitates the given reaction. Reactant: [Br:1][C:2]1[CH:3]=[C:4]([NH:9][C:10]2[C:11]3[CH:19]=[C:18]([NH:20]CC4C=CC(OC)=CC=4)[N:17]=[CH:16][C:12]=3[N:13]=[CH:14][N:15]=2)[CH:5]=[CH:6][C:7]=1[F:8].C1(OC)C=CC=CC=1. Product: [Br:1][C:2]1[CH:3]=[C:4]([NH:9][C:10]2[C:11]3[CH:19]=[C:18]([NH2:20])[N:17]=[CH:16][C:12]=3[N:13]=[CH:14][N:15]=2)[CH:5]=[CH:6][C:7]=1[F:8]. The catalyst class is: 55.